Task: Predict the reactants needed to synthesize the given product.. Dataset: Full USPTO retrosynthesis dataset with 1.9M reactions from patents (1976-2016) (1) Given the product [OH:4][C@@H:5]([CH:7]1[CH2:8][CH2:9][N:10]([C:18]([O:17][C:14]([CH3:16])([CH3:15])[CH3:13])=[O:19])[CH2:11][CH2:12]1)[CH3:6], predict the reactants needed to synthesize it. The reactants are: C([O:4][C@@H:5]([CH:7]1[CH2:12][CH2:11][NH:10][CH2:9][CH2:8]1)[CH3:6])(=O)C.[CH3:13][C:14]([O:17][C:18](O[C:18]([O:17][C:14]([CH3:16])([CH3:15])[CH3:13])=[O:19])=[O:19])([CH3:16])[CH3:15].C(N(CC)CC)C. (2) The reactants are: CCN(C(C)C)C(C)C.[F:10][CH2:11][CH2:12][N:13]1[CH:18]=[C:17]([C:19]2[CH:24]=[CH:23][C:22]([F:25])=[CH:21][CH:20]=2)[C:16](=[O:26])[C:15]([C:27]([OH:29])=O)=[CH:14]1.CCOC(C(C#N)=NOC(N1CCOCC1)=[N+](C)C)=O.F[P-](F)(F)(F)(F)F.[NH2:57][C:58]1[CH:63]=[CH:62][C:61]([C:64]2[C:65]([NH2:71])=[N:66][CH:67]=[C:68]([Br:70])[CH:69]=2)=[CH:60][CH:59]=1. Given the product [NH2:71][C:65]1[C:64]([C:61]2[CH:60]=[CH:59][C:58]([NH:57][C:27]([C:15]3[C:16](=[O:26])[C:17]([C:19]4[CH:20]=[CH:21][C:22]([F:25])=[CH:23][CH:24]=4)=[CH:18][N:13]([CH2:12][CH2:11][F:10])[CH:14]=3)=[O:29])=[CH:63][CH:62]=2)=[CH:69][C:68]([Br:70])=[CH:67][N:66]=1, predict the reactants needed to synthesize it. (3) Given the product [CH3:11][N:12]([CH3:19])[CH2:13][CH2:14][CH2:15][C:16]1[NH:6][C:4](=[O:5])[C:3]2[C:2](=[CH:10][CH:9]=[CH:8][CH:7]=2)[N:1]=1, predict the reactants needed to synthesize it. The reactants are: [NH2:1][C:2]1[CH:10]=[CH:9][CH:8]=[CH:7][C:3]=1[C:4]([NH2:6])=[O:5].[CH3:11][N:12]([CH3:19])[CH2:13][CH2:14][CH2:15][C:16](Cl)=O. (4) Given the product [C:1]([O:5][C:6]([N:8]1[CH2:13][CH2:12][CH:11]([C:14]2[CH:18]=[CH:17][O:16][C:15]=2[CH2:19][OH:20])[CH2:10][CH2:9]1)=[O:7])([CH3:4])([CH3:2])[CH3:3], predict the reactants needed to synthesize it. The reactants are: [C:1]([O:5][C:6]([N:8]1[CH2:13][CH2:12][CH:11]([C:14]2[CH:18]=[CH:17][O:16][C:15]=2[C:19](OC)=[O:20])[CH2:10][CH2:9]1)=[O:7])([CH3:4])([CH3:3])[CH3:2].[H-].[H-].[H-].[H-].[Li+].[Al+3].O.[OH-].[Na+]. (5) Given the product [CH2:8]([NH:18][CH2:17][CH2:16][C:10]1[CH:15]=[CH:14][CH:13]=[CH:12][CH:11]=1)[CH2:7][C:1]1[CH:6]=[CH:5][CH:4]=[CH:3][CH:2]=1, predict the reactants needed to synthesize it. The reactants are: [C:1]1([CH2:7][CH:8]=O)[CH:6]=[CH:5][CH:4]=[CH:3][CH:2]=1.[C:10]1([CH2:16][CH2:17][NH2:18])[CH:15]=[CH:14][CH:13]=[CH:12][CH:11]=1.C(O[BH-](OC(=O)C)OC(=O)C)(=O)C.[Na+]. (6) Given the product [C:34]([O:33][CH2:32][C:23]1[CH:24]=[C:25]2[C@:26]3([CH2:30][O:29][C:28]([NH2:31])=[N:27]3)[C:14]3[C:15](=[CH:16][C:17]([F:18])=[C:12]([C:7]4[C:2]([F:1])=[N:3][CH:4]=[CH:5][CH:6]=4)[CH:13]=3)[O:19][C:20]2=[N:21][CH:22]=1)([CH3:37])([CH3:35])[CH3:36], predict the reactants needed to synthesize it. The reactants are: [F:1][C:2]1[C:7](B(O)O)=[CH:6][CH:5]=[CH:4][N:3]=1.Br[C:12]1[CH:13]=[C:14]2[C@@:26]3([CH2:30][O:29][C:28]([NH2:31])=[N:27]3)[C:25]3[C:20](=[N:21][CH:22]=[C:23]([CH2:32][O:33][C:34]([CH3:37])([CH3:36])[CH3:35])[CH:24]=3)[O:19][C:15]2=[CH:16][C:17]=1[F:18].C(=O)([O-])[O-].[K+].[K+].O.